The task is: Predict the reactants needed to synthesize the given product.. This data is from Full USPTO retrosynthesis dataset with 1.9M reactions from patents (1976-2016). (1) Given the product [F:1][C:2]1[CH:7]=[CH:6][C:5]([C:8]2[S:12][C:11]3[CH:13]=[C:14]([OH:17])[CH:15]=[CH:16][C:10]=3[C:9]=2[O:19][C:20]2[CH:21]=[CH:22][C:23](/[CH:24]=[CH:25]/[C:26]3[O:30][C:29](=[O:31])[NH:28][N:27]=3)=[CH:32][CH:33]=2)=[C:4]([CH3:34])[CH:3]=1, predict the reactants needed to synthesize it. The reactants are: [F:1][C:2]1[CH:7]=[CH:6][C:5]([C:8]2[S:12][C:11]3[CH:13]=[C:14]([O:17]C)[CH:15]=[CH:16][C:10]=3[C:9]=2[O:19][C:20]2[CH:33]=[CH:32][C:23](/[CH:24]=[CH:25]/[C:26]3[O:30][C:29](=[O:31])[NH:28][N:27]=3)=[CH:22][CH:21]=2)=[C:4]([CH3:34])[CH:3]=1.B(Br)(Br)Br. (2) The reactants are: C(NC1N=C(S(C)=O)C(C(N)=O)=CN=1)(C)(C)C.Cl.N[C@H]1C[C@@H](O)C(C)(C)CC1.Cl.N[C@@H]1C[C@H](O)C(C)(C)CC1.CC(=O)OCC.C(O)(C(F)(F)F)=O.C(=O)(O)[O-].[C:57]([NH:61][C:62]1[N:67]=[C:66]([NH:68][C@@H:69]2[CH2:74][CH2:73][C:72]([CH3:76])([CH3:75])[C@H:71]([OH:77])[CH2:70]2)[C:65]([C:78]([NH2:80])=[O:79])=[CH:64][N:63]=1)([CH3:60])([CH3:59])[CH3:58]. Given the product [C:57]([NH:61][C:62]1[N:67]=[C:66]([NH:68][C@H:69]2[CH2:74][CH2:73][C:72]([CH3:75])([CH3:76])[C@@H:71]([OH:77])[CH2:70]2)[C:65]([C:78]([NH2:80])=[O:79])=[CH:64][N:63]=1)([CH3:58])([CH3:59])[CH3:60], predict the reactants needed to synthesize it. (3) Given the product [CH2:4]([C:7]1[S:8][CH:9]=[C:10]([C:12]([OH:14])=[O:13])[N:11]=1)[CH2:5][CH3:6], predict the reactants needed to synthesize it. The reactants are: O.[OH-].[Li+].[CH2:4]([C:7]1[S:8][CH:9]=[C:10]([C:12]([O:14]CC)=[O:13])[N:11]=1)[CH2:5][CH3:6].Cl. (4) Given the product [Cl:1][C:2]1[C:10]2[C:6](=[C:7]([C:16]3[CH:17]=[CH:18][C:19]([OH:22])=[CH:20][CH:21]=3)[N:8]([CH:11]3[CH2:15][CH2:14][CH2:13][CH2:12]3)[N:9]=2)[CH:5]=[CH:4][CH:3]=1, predict the reactants needed to synthesize it. The reactants are: [Cl:1][C:2]1[C:10]2[C:6](=[C:7]([C:16]3[CH:21]=[CH:20][C:19]([O:22]C)=[CH:18][CH:17]=3)[N:8]([CH:11]3[CH2:15][CH2:14][CH2:13][CH2:12]3)[N:9]=2)[C:5](C)=[CH:4][CH:3]=1.B(Br)(Br)Br.C1CCCCC=1. (5) Given the product [CH2:1]([O:3][CH2:4][CH2:5][N:6]([S:19]([C:22]1[S:23][CH:24]=[CH:25][CH:26]=1)(=[O:21])=[O:20])[C:7]1[CH:8]=[CH:9][CH:10]=[C:11]2[C:15]=1[NH:14][C:13]([C:16](=[S:36])[NH2:18])=[CH:12]2)[CH3:2], predict the reactants needed to synthesize it. The reactants are: [CH2:1]([O:3][CH2:4][CH2:5][N:6]([S:19]([C:22]1[S:23][CH:24]=[CH:25][CH:26]=1)(=[O:21])=[O:20])[C:7]1[CH:8]=[CH:9][CH:10]=[C:11]2[C:15]=1[NH:14][C:13]([C:16]([NH2:18])=O)=[CH:12]2)[CH3:2].COC1C=CC(P2(SP(C3C=CC(OC)=CC=3)(=S)S2)=[S:36])=CC=1.